Task: Predict the reactants needed to synthesize the given product.. Dataset: Full USPTO retrosynthesis dataset with 1.9M reactions from patents (1976-2016) (1) The reactants are: Cl[C:2]1[C:7]([C:8]([O:10][CH2:11][CH3:12])=[O:9])=[C:6]([Cl:13])[N:5]=[CH:4][N:3]=1.Cl.[CH2:15]([O:22][NH2:23])[C:16]1[CH:21]=[CH:20][CH:19]=[CH:18][CH:17]=1.C(N(CC)CC)C. Given the product [CH2:15]([O:22][NH:23][C:2]1[C:7]([C:8]([O:10][CH2:11][CH3:12])=[O:9])=[C:6]([Cl:13])[N:5]=[CH:4][N:3]=1)[C:16]1[CH:21]=[CH:20][CH:19]=[CH:18][CH:17]=1, predict the reactants needed to synthesize it. (2) The reactants are: [NH:1]1[C:9]2[C:4](=[CH:5][C:6]([NH2:10])=[CH:7][CH:8]=2)[CH:3]=[N:2]1.C(OC([NH:18][CH2:19][CH2:20][CH2:21][CH2:22][C@H:23]([NH:27][C:28]([O:30][CH2:31][CH:32]1[C:44]2[CH:43]=[CH:42][CH:41]=[CH:40][C:39]=2[C:38]2[C:33]1=[CH:34][CH:35]=[CH:36][CH:37]=2)=[O:29])[C:24](O)=[O:25])=O)(C)(C)C. Given the product [CH:34]1[C:33]2[CH:32]([CH2:31][O:30][C:28](=[O:29])[NH:27][C@H:23]([C:24](=[O:25])[NH:10][C:6]3[CH:5]=[C:4]4[C:9](=[CH:8][CH:7]=3)[NH:1][N:2]=[CH:3]4)[CH2:22][CH2:21][CH2:20][CH2:19][NH2:18])[C:44]3[C:39](=[CH:40][CH:41]=[CH:42][CH:43]=3)[C:38]=2[CH:37]=[CH:36][CH:35]=1, predict the reactants needed to synthesize it. (3) The reactants are: [CH3:1][O:2][C:3]([C:5]1[CH:13]=[C:12]2[C:8](C=CN2)=[CH:7][CH:6]=1)=[O:4].CI.[H-].[Na+].Cl.[CH3:19][N:20]([CH3:23])[CH:21]=O. Given the product [CH3:1][O:2][C:3]([C:5]1[CH:6]=[C:7]2[C:19](=[CH:12][CH:13]=1)[N:20]([CH3:23])[CH:21]=[CH:8]2)=[O:4], predict the reactants needed to synthesize it. (4) The reactants are: [CH2:1]([O:3][CH:4]([C:11]1[CH:16]=[CH:15][C:14]([OH:17])=[CH:13][CH:12]=1)[CH2:5][C:6]([O:8][CH2:9][CH3:10])=[O:7])[CH3:2].[CH3:18][N:19]([CH3:28])[C:20]1[CH:21]=[C:22]([CH2:26]O)[CH:23]=[CH:24][CH:25]=1.C1(P(C2C=CC=CC=2)C2C=CC=CC=2)C=CC=CC=1.C1(C)C=CC=CC=1.N(C(OCC)=O)=NC(OCC)=O. Given the product [CH3:18][N:19]([CH3:28])[C:20]1[CH:21]=[C:22]([CH:23]=[CH:24][CH:25]=1)[CH2:26][O:17][C:14]1[CH:13]=[CH:12][C:11]([CH:4]([O:3][CH2:1][CH3:2])[CH2:5][C:6]([O:8][CH2:9][CH3:10])=[O:7])=[CH:16][CH:15]=1, predict the reactants needed to synthesize it. (5) Given the product [CH2:11]([O:10][C:15](=[O:16])[CH2:4][N:5]([C:19]1[CH:20]=[CH:21][CH:22]=[CH:23][CH:24]=1)[C:8](=[O:9])[NH:1][CH:2]1[CH2:3][CH2:4][N:5]([C:8]([O:10][C:11]([CH3:14])([CH3:13])[CH3:12])=[O:9])[CH2:6][CH2:7]1)[CH3:12], predict the reactants needed to synthesize it. The reactants are: [NH2:1][CH:2]1[CH2:7][CH2:6][N:5]([C:8]([O:10][C:11]([CH3:14])([CH3:13])[CH3:12])=[O:9])[CH2:4][CH2:3]1.[C:15](Cl)(Cl)=[O:16].[C:19]1(C)[CH:24]=[CH:23][CH:22]=[CH:21][CH:20]=1. (6) Given the product [CH3:36][C:35]1([CH3:39])[CH2:34][O:33][C:6]2([CH2:7][C:2]([CH3:1])([CH3:32])[P:3]([C:11]3[CH:16]=[CH:15][CH:14]=[CH:13][C:12]=3[C:17]3[C:22]([CH:23]([CH3:24])[CH3:25])=[CH:21][C:20]([CH:26]([CH3:28])[CH3:27])=[CH:19][C:18]=3[CH:29]([CH3:31])[CH3:30])[C:4]([CH3:9])([CH3:10])[CH2:5]2)[O:8][CH2:37]1, predict the reactants needed to synthesize it. The reactants are: [CH3:1][C:2]1([CH3:32])[CH2:7][C:6](=[O:8])[CH2:5][C:4]([CH3:10])([CH3:9])[P:3]1[C:11]1[CH:16]=[CH:15][CH:14]=[CH:13][C:12]=1[C:17]1[C:22]([CH:23]([CH3:25])[CH3:24])=[CH:21][C:20]([CH:26]([CH3:28])[CH3:27])=[CH:19][C:18]=1[CH:29]([CH3:31])[CH3:30].[OH:33][CH2:34][C:35]([CH3:39])([CH2:37]O)[CH3:36].O.C1(C)C=CC(S(O)(=O)=O)=CC=1. (7) Given the product [F:1][C:2]([F:7])([F:6])[C:3]([OH:5])=[O:4].[NH2:61][CH2:59][C:60]([NH:8][C@H:9]([C:17]([NH:19][C@H:20]([C:25]([NH:27][CH2:28][C:29]([N:31]1[CH2:58][CH2:57][CH2:56][C@H:32]1[C:33]([NH:35][CH2:36][CH2:37][CH2:38][NH:39][C:40]1[C:53]2[C:52](=[O:54])[C:51]3[C:46](=[CH:47][CH:48]=[CH:49][CH:50]=3)[C:45](=[O:55])[C:44]=2[CH:43]=[CH:42][CH:41]=1)=[O:34])=[O:30])=[O:26])[CH2:21][CH:22]([CH3:23])[CH3:24])=[O:18])[CH2:10][C:11]1[CH:12]=[CH:13][CH:14]=[CH:15][CH:16]=1)=[O:4], predict the reactants needed to synthesize it. The reactants are: [F:1][C:2]([F:7])([F:6])[C:3]([OH:5])=[O:4].[NH2:8][C@H:9]([C:17]([NH:19][C@H:20]([C:25]([NH:27][CH2:28][C:29]([N:31]1[CH2:58][CH2:57][CH2:56][C@H:32]1[C:33]([NH:35][CH2:36][CH2:37][CH2:38][NH:39][C:40]1[C:53]2[C:52](=[O:54])[C:51]3[C:46](=[CH:47][CH:48]=[CH:49][CH:50]=3)[C:45](=[O:55])[C:44]=2[CH:43]=[CH:42][CH:41]=1)=[O:34])=[O:30])=[O:26])[CH2:21][CH:22]([CH3:24])[CH3:23])=[O:18])[CH2:10][C:11]1[CH:16]=[CH:15][CH:14]=[CH:13][CH:12]=1.[CH2:59]([N:61](CC)CC)[CH3:60]. (8) Given the product [NH2:6][C:7]1[S:11][C:10]2[C:12]([O:17][CH2:18][CH2:19][N:20]([CH2:21][CH3:22])[CH2:23][CH3:24])=[C:13]([Br:16])[CH:14]=[CH:15][C:9]=2[C:8]=1[C:25]([O:27][CH2:28][CH3:29])=[O:26], predict the reactants needed to synthesize it. The reactants are: [OH-].[Na+].C([NH:6][C:7]1[S:11][C:10]2[C:12]([O:17][CH2:18][CH2:19][N:20]([CH2:23][CH3:24])[CH2:21][CH3:22])=[C:13]([Br:16])[CH:14]=[CH:15][C:9]=2[C:8]=1[C:25]([O:27][CH2:28][CH3:29])=[O:26])(=O)C. (9) Given the product [C:1]([O:5][C:6](=[O:7])[NH:8][CH2:9][C:10]([NH:72][C:67]1[CH:66]=[C:65]([C:51]2[C:50]3[C:54](=[CH:55][C:47]([F:46])=[CH:48][CH:49]=3)[N:53]([S:56]([C:59]3[CH:64]=[CH:63][CH:62]=[CH:61][CH:60]=3)(=[O:58])=[O:57])[CH:52]=2)[CH:70]=[CH:69][C:68]=1[NH2:71])=[O:12])([CH3:2])([CH3:3])[CH3:4], predict the reactants needed to synthesize it. The reactants are: [C:1]([O:5][C:6]([NH:8][CH2:9][C:10]([OH:12])=O)=[O:7])([CH3:4])([CH3:3])[CH3:2].CCN(C(C)C)C(C)C.CN(C(ON1N=NC2C=CC=NC1=2)=[N+](C)C)C.F[P-](F)(F)(F)(F)F.[F:46][C:47]1[CH:55]=[C:54]2[C:50]([C:51]([C:65]3[CH:66]=[C:67]([NH2:72])[C:68]([NH2:71])=[CH:69][CH:70]=3)=[CH:52][N:53]2[S:56]([C:59]2[CH:64]=[CH:63][CH:62]=[CH:61][CH:60]=2)(=[O:58])=[O:57])=[CH:49][CH:48]=1.